This data is from Full USPTO retrosynthesis dataset with 1.9M reactions from patents (1976-2016). The task is: Predict the reactants needed to synthesize the given product. (1) Given the product [CH3:7][C:8]1([CH3:10])[O:13][C@@H:12]([C@H:14]2[O:15][C@@H:7]3[O:6][C:14]([CH3:16])([CH3:12])[O:9][C@@H:8]3[C@H:16]2[OH:17])[CH2:10][O:11]1, predict the reactants needed to synthesize it. The reactants are: S(=O)(=O)(O)O.[OH:6][C@H:7]1[O:15][C@H:14]([CH2:16][OH:17])[C@@H:12]([OH:13])[C@H:10]([OH:11])[C@H:8]1[OH:9].[OH-].[Na+]. (2) Given the product [Cl:1][C:2]1[CH:7]=[C:6]([OH:34])[N:5]2[N:9]=[C:10]([NH:23][C:24]([C:25]3[CH:26]=[CH:27][CH:28]=[CH:29][C:30]=3[C:31]([OH:36])=[O:32])=[O:33])[C:11]([CH2:12][C:13]3[C:22]4[C:17](=[CH:18][CH:19]=[CH:20][CH:21]=4)[CH:16]=[CH:15][CH:14]=3)=[C:4]2[N:3]=1, predict the reactants needed to synthesize it. The reactants are: [Cl:1][C:2]1[CH:7]=[C:6](Cl)[N:5]2[N:9]=[C:10]([N:23]3[C:31](=[O:32])[C:30]4[C:25](=[CH:26][CH:27]=[CH:28][CH:29]=4)[C:24]3=[O:33])[C:11]([CH2:12][C:13]3[C:22]4[C:17](=[CH:18][CH:19]=[CH:20][CH:21]=4)[CH:16]=[CH:15][CH:14]=3)=[C:4]2[N:3]=1.[OH-:34].[Na+].[OH2:36].C(O)(=O)C. (3) Given the product [CH3:24][CH:17]([CH2:18][CH2:19][CH2:20][CH:21]([CH3:23])[CH3:22])[CH2:16][CH2:15][N:6]1[C:5]2[CH:4]=[C:3]([O:25][CH3:26])[C:2]([C:40]3[C:41]([O:44][CH3:45])=[CH:42][C:43]4[N:31]([CH2:30][CH2:29][CH:28]([CH3:27])[CH2:55][CH2:56][CH2:57][CH:58]([CH3:60])[CH3:59])[C:32]5[C:37]([C:38]=4[CH:39]=3)=[CH:36][CH:35]=[CH:34][CH:33]=5)=[CH:14][C:13]=2[C:12]2[C:7]1=[CH:8][CH:9]=[CH:10][CH:11]=2, predict the reactants needed to synthesize it. The reactants are: Br[C:2]1[C:3]([O:25][CH3:26])=[CH:4][C:5]2[N:6]([CH2:15][CH2:16][CH:17]([CH3:24])[CH2:18][CH2:19][CH2:20][CH:21]([CH3:23])[CH3:22])[C:7]3[C:12]([C:13]=2[CH:14]=1)=[CH:11][CH:10]=[CH:9][CH:8]=3.[CH3:27][CH:28]([CH2:55][CH2:56][CH2:57][CH:58]([CH3:60])[CH3:59])[CH2:29][CH2:30][N:31]1[C:43]2[CH:42]=[C:41]([O:44][CH3:45])[C:40](B3OC(C)(C)C(C)(C)O3)=[CH:39][C:38]=2[C:37]2[C:32]1=[CH:33][CH:34]=[CH:35][CH:36]=2.C(=O)([O-])[O-].[K+].[K+]. (4) Given the product [CH3:1][C:2]([CH3:7])([CH3:6])[CH2:3][CH2:4][O:5][CH:8]=[CH2:9], predict the reactants needed to synthesize it. The reactants are: [CH3:1][C:2]([CH3:7])([CH3:6])[CH2:3][CH2:4][OH:5].[C:8](OC=C)(=O)[CH3:9].C(=O)([O-])[O-].[Na+].[Na+]. (5) Given the product [F:1][C:2]1[CH:7]=[C:6]([F:8])[C:5]([F:9])=[CH:4][C:3]=1[NH:10][C:11]1[O:38][C:15]([C:16]([NH:18][C:19]2[CH:24]=[CH:23][C:22]([C@H:25]3[CH2:30][CH2:29][C@H:28]([CH:31]([CH3:37])[C:32]([O:34][CH2:35][CH3:36])=[O:33])[CH2:27][CH2:26]3)=[CH:21][CH:20]=2)=[O:17])=[N:13][N:14]=1, predict the reactants needed to synthesize it. The reactants are: [F:1][C:2]1[CH:7]=[C:6]([F:8])[C:5]([F:9])=[CH:4][C:3]=1[N:10]=[C:11]=S.[NH:13]([C:15](=[O:38])[C:16]([NH:18][C:19]1[CH:24]=[CH:23][C:22]([C@H:25]2[CH2:30][CH2:29][C@H:28]([CH:31]([CH3:37])[C:32]([O:34][CH2:35][CH3:36])=[O:33])[CH2:27][CH2:26]2)=[CH:21][CH:20]=1)=[O:17])[NH2:14].CCN=C=NCCCN(C)C.O. (6) Given the product [CH2:1]([O:8][C:9]([N:11]1[CH2:20][CH2:19][C:18]2[C:13](=[CH:14][C:15]([O:21][CH2:22][C:23]3([C:36]([O:38][CH2:39][CH3:40])=[O:37])[CH2:24][CH2:25][NH:26][CH2:27][CH2:28]3)=[CH:16][CH:17]=2)[CH2:12]1)=[O:10])[C:2]1[CH:3]=[CH:4][CH:5]=[CH:6][CH:7]=1, predict the reactants needed to synthesize it. The reactants are: [CH2:1]([O:8][C:9]([N:11]1[CH2:20][CH2:19][C:18]2[C:13](=[CH:14][C:15]([O:21][CH2:22][C:23]3([C:36]([O:38][CH2:39][CH3:40])=[O:37])[CH2:28][CH2:27][N:26](C(OC(C)(C)C)=O)[CH2:25][CH2:24]3)=[CH:16][CH:17]=2)[CH2:12]1)=[O:10])[C:2]1[CH:7]=[CH:6][CH:5]=[CH:4][CH:3]=1.FC(F)(F)C(O)=O.